Dataset: Peptide-MHC class I binding affinity with 185,985 pairs from IEDB/IMGT. Task: Regression. Given a peptide amino acid sequence and an MHC pseudo amino acid sequence, predict their binding affinity value. This is MHC class I binding data. The MHC is HLA-A02:01 with pseudo-sequence HLA-A02:01. The peptide sequence is RLRQDTEDIV. The binding affinity (normalized) is 0.197.